Dataset: Full USPTO retrosynthesis dataset with 1.9M reactions from patents (1976-2016). Task: Predict the reactants needed to synthesize the given product. (1) Given the product [CH3:34][C:29]1([CH3:35])[C:30]([CH3:33])([CH3:32])[O:31][B:27]([C:2]2[S:6][C:5]([CH2:7][NH:8][C:9]([C:11]3[C:12](=[O:26])[N:13]([CH2:17][C:18]4[CH:23]=[CH:22][C:21]([F:24])=[C:20]([F:25])[CH:19]=4)[CH:14]=[CH:15][CH:16]=3)=[O:10])=[CH:4][CH:3]=2)[O:28]1, predict the reactants needed to synthesize it. The reactants are: Br[C:2]1[S:6][C:5]([CH2:7][NH:8][C:9]([C:11]2[C:12](=[O:26])[N:13]([CH2:17][C:18]3[CH:23]=[CH:22][C:21]([F:24])=[C:20]([F:25])[CH:19]=3)[CH:14]=[CH:15][CH:16]=2)=[O:10])=[CH:4][CH:3]=1.[B:27]1([B:27]2[O:31][C:30]([CH3:33])([CH3:32])[C:29]([CH3:35])([CH3:34])[O:28]2)[O:31][C:30]([CH3:33])([CH3:32])[C:29]([CH3:35])([CH3:34])[O:28]1.C([O-])(=O)C.[K+].ClCCl.B(O)O. (2) Given the product [C:20]([CH2:19][C:16]1[CH:17]=[CH:18][C:13]([CH2:12][S:1][C:2]2[CH:3]=[C:4]([B:8]([OH:10])[OH:9])[CH:5]=[CH:6][CH:7]=2)=[CH:14][CH:15]=1)([OH:22])=[O:21], predict the reactants needed to synthesize it. The reactants are: [SH:1][C:2]1[CH:3]=[C:4]([B:8]([OH:10])[OH:9])[CH:5]=[CH:6][CH:7]=1.Br[CH2:12][C:13]1[CH:18]=[CH:17][C:16]([CH2:19][C:20]([OH:22])=[O:21])=[CH:15][CH:14]=1.